This data is from Forward reaction prediction with 1.9M reactions from USPTO patents (1976-2016). The task is: Predict the product of the given reaction. Given the reactants Cl[C:2]1[N:7]=[C:6]([C:8]2[S:12][C:11]([CH2:13][CH3:14])=[N:10][C:9]=2[C:15]2[CH:16]=[C:17]([NH:21][S:22]([C:25]3[CH:30]=[CH:29][CH:28]=[CH:27][CH:26]=3)(=[O:24])=[O:23])[CH:18]=[CH:19][CH:20]=2)[CH:5]=[CH:4][N:3]=1.[CH3:31][O:32][C:33]1[CH:34]=[C:35]([NH2:43])[CH:36]=[C:37]([O:41][CH3:42])[C:38]=1[O:39][CH3:40], predict the reaction product. The product is: [CH2:13]([C:11]1[S:12][C:8]([C:6]2[CH:5]=[CH:4][N:3]=[C:2]([NH:43][C:35]3[CH:36]=[C:37]([O:41][CH3:42])[C:38]([O:39][CH3:40])=[C:33]([O:32][CH3:31])[CH:34]=3)[N:7]=2)=[C:9]([C:15]2[CH:16]=[C:17]([NH:21][S:22]([C:25]3[CH:30]=[CH:29][CH:28]=[CH:27][CH:26]=3)(=[O:24])=[O:23])[CH:18]=[CH:19][CH:20]=2)[N:10]=1)[CH3:14].